From a dataset of Reaction yield outcomes from USPTO patents with 853,638 reactions. Predict the reaction yield, written as a fraction of the theoretical maximum amount of product (1.0 means a 100% yield; for example, 0.34 means a 34% yield). (1) The reactants are Cl.Cl.[F:3][C:4]1[CH:12]=[C:11]([C:13]2[CH:14]=[N:15][C:16]3[N:17]([C:19]([CH2:22][C:23]4[CH:24]=[C:25]5[C:30](=[CH:31][CH:32]=4)[N:29]=[CH:28][CH:27]=[CH:26]5)=[CH:20][N:21]=3)[N:18]=2)[CH:10]=[CH:9][C:5]=1[C:6](O)=[O:7].S(Cl)(Cl)=O.[CH3:37][NH2:38].C(=O)([O-])[O-].[Na+].[Na+]. The catalyst is C1COCC1.O.C1(C)C=CC=CC=1. The product is [F:3][C:4]1[CH:12]=[C:11]([C:13]2[CH:14]=[N:15][C:16]3[N:17]([C:19]([CH2:22][C:23]4[CH:24]=[C:25]5[C:30](=[CH:31][CH:32]=4)[N:29]=[CH:28][CH:27]=[CH:26]5)=[CH:20][N:21]=3)[N:18]=2)[CH:10]=[CH:9][C:5]=1[C:6]([NH:38][CH3:37])=[O:7]. The yield is 0.966. (2) The reactants are O1CCCCC1[N:7]1[C:15]2[C:10](=[CH:11][C:12]([C:16]3[N:20]=[CH:19][N:18](C(C4C=CC=CC=4)(C4C=CC=CC=4)C4C=CC=CC=4)[N:17]=3)=[CH:13][CH:14]=2)[C:9]([C:40]2[CH:41]=[C:42]([CH:47]=[CH:48][CH:49]=2)[C:43](OC)=[O:44])=[N:8]1.[OH-].[Li+].ON1C2C=CC=CC=2N=N1.[NH2:62][CH2:63][CH2:64][N:65]1[CH2:70][CH2:69][O:68][CH2:67][CH2:66]1.Cl.C(N=C=NCCCN(C)C)C.Cl. The catalyst is O1CCCC1.O.O1CCOCC1. The product is [NH:18]1[CH:19]=[N:20][C:16]([C:12]2[CH:11]=[C:10]3[C:15](=[CH:14][CH:13]=2)[NH:7][N:8]=[C:9]3[C:40]2[CH:41]=[C:42]([C:43]([NH:62][CH2:63][CH2:64][N:65]3[CH2:70][CH2:69][O:68][CH2:67][CH2:66]3)=[O:44])[CH:47]=[CH:48][CH:49]=2)=[N:17]1. The yield is 0.0800. (3) The product is [C:28]([O:1][CH2:2][CH2:3][N:4]1[CH2:5][CH2:6][N:7]([C:10]2[CH:19]=[C:18]([CH2:20][CH2:21][CH3:22])[C:13]([C:14]([NH:16][CH3:17])=[O:15])=[CH:12][N:11]=2)[CH2:8][CH2:9]1)(=[O:30])[CH3:29]. The yield is 0.910. The reactants are [OH:1][CH2:2][CH2:3][N:4]1[CH2:9][CH2:8][N:7]([C:10]2[CH:19]=[C:18]([CH2:20][CH2:21][CH3:22])[C:13]([C:14]([NH:16][CH3:17])=[O:15])=[CH:12][N:11]=2)[CH2:6][CH2:5]1.S(=O)(=O)(O)O.[C:28](OC(=O)C)(=[O:30])[CH3:29]. No catalyst specified.